This data is from NCI-60 drug combinations with 297,098 pairs across 59 cell lines. The task is: Regression. Given two drug SMILES strings and cell line genomic features, predict the synergy score measuring deviation from expected non-interaction effect. (1) Drug 1: C1CC(=O)NC(=O)C1N2CC3=C(C2=O)C=CC=C3N. Drug 2: CCCCC(=O)OCC(=O)C1(CC(C2=C(C1)C(=C3C(=C2O)C(=O)C4=C(C3=O)C=CC=C4OC)O)OC5CC(C(C(O5)C)O)NC(=O)C(F)(F)F)O. Cell line: SF-268. Synergy scores: CSS=1.43, Synergy_ZIP=-2.14, Synergy_Bliss=-5.96, Synergy_Loewe=-2.10, Synergy_HSA=-4.51. (2) Drug 1: C1CCC(CC1)NC(=O)N(CCCl)N=O. Drug 2: CC1C(C(CC(O1)OC2CC(CC3=C2C(=C4C(=C3O)C(=O)C5=C(C4=O)C(=CC=C5)OC)O)(C(=O)CO)O)N)O.Cl. Cell line: RXF 393. Synergy scores: CSS=44.8, Synergy_ZIP=0.963, Synergy_Bliss=-4.21, Synergy_Loewe=-5.35, Synergy_HSA=-1.82. (3) Drug 1: C1C(C(OC1N2C=NC3=C(N=C(N=C32)Cl)N)CO)O. Drug 2: CCN(CC)CCCC(C)NC1=C2C=C(C=CC2=NC3=C1C=CC(=C3)Cl)OC. Cell line: MDA-MB-435. Synergy scores: CSS=38.2, Synergy_ZIP=-7.21, Synergy_Bliss=0.286, Synergy_Loewe=0.905, Synergy_HSA=4.17. (4) Drug 1: C1CC(C1)(C(=O)O)C(=O)O.[NH2-].[NH2-].[Pt+2]. Drug 2: CC12CCC3C(C1CCC2O)C(CC4=C3C=CC(=C4)O)CCCCCCCCCS(=O)CCCC(C(F)(F)F)(F)F. Cell line: SK-MEL-5. Synergy scores: CSS=10.1, Synergy_ZIP=-5.52, Synergy_Bliss=-1.69, Synergy_Loewe=-0.355, Synergy_HSA=0.116. (5) Drug 1: C1=CC=C(C=C1)NC(=O)CCCCCCC(=O)NO. Drug 2: CN(CC1=CN=C2C(=N1)C(=NC(=N2)N)N)C3=CC=C(C=C3)C(=O)NC(CCC(=O)O)C(=O)O. Cell line: SNB-19. Synergy scores: CSS=51.0, Synergy_ZIP=-0.0662, Synergy_Bliss=-1.62, Synergy_Loewe=-11.8, Synergy_HSA=-1.87. (6) Drug 1: C1CN(P(=O)(OC1)NCCCl)CCCl. Drug 2: CC1C(C(CC(O1)OC2CC(CC3=C2C(=C4C(=C3O)C(=O)C5=CC=CC=C5C4=O)O)(C(=O)C)O)N)O. Cell line: MOLT-4. Synergy scores: CSS=33.3, Synergy_ZIP=-3.45, Synergy_Bliss=-8.36, Synergy_Loewe=-34.6, Synergy_HSA=-9.13. (7) Drug 1: CN(C)N=NC1=C(NC=N1)C(=O)N. Drug 2: C1C(C(OC1N2C=NC(=NC2=O)N)CO)O. Cell line: NCIH23. Synergy scores: CSS=9.48, Synergy_ZIP=-2.25, Synergy_Bliss=2.75, Synergy_Loewe=-2.57, Synergy_HSA=1.46. (8) Drug 1: CC1=C2C(C(=O)C3(C(CC4C(C3C(C(C2(C)C)(CC1OC(=O)C(C(C5=CC=CC=C5)NC(=O)OC(C)(C)C)O)O)OC(=O)C6=CC=CC=C6)(CO4)OC(=O)C)OC)C)OC. Drug 2: CC12CCC(CC1=CCC3C2CCC4(C3CC=C4C5=CN=CC=C5)C)O. Cell line: K-562. Synergy scores: CSS=75.4, Synergy_ZIP=6.47, Synergy_Bliss=8.25, Synergy_Loewe=-7.19, Synergy_HSA=9.56.